This data is from Reaction yield outcomes from USPTO patents with 853,638 reactions. The task is: Predict the reaction yield, written as a fraction of the theoretical maximum amount of product (1.0 means a 100% yield; for example, 0.34 means a 34% yield). (1) The reactants are Br[C:2]1[CH:7]=[CH:6][CH:5]=[CH:4][C:3]=1[CH2:8][CH2:9][C:10]([N:12]([CH:22]([CH3:24])[CH3:23])[NH:13][C:14](=[O:21])[C:15]1[CH:20]=[CH:19][CH:18]=[CH:17][CH:16]=1)=[O:11].C([O-])([O-])=O.[Na+].[Na+].[F:31][C:32]1[CH:37]=[CH:36][C:35](B(O)O)=[CH:34][CH:33]=1. The catalyst is COCCOC. The product is [F:31][C:32]1[CH:37]=[CH:36][C:35]([C:2]2[CH:7]=[CH:6][CH:5]=[CH:4][C:3]=2[CH2:8][CH2:9][C:10]([N:12]([CH:22]([CH3:24])[CH3:23])[NH:13][C:14](=[O:21])[C:15]2[CH:20]=[CH:19][CH:18]=[CH:17][CH:16]=2)=[O:11])=[CH:34][CH:33]=1. The yield is 0.790. (2) The reactants are [NH2:1][C:2]1[CH:13]=[CH:12][CH:11]=[CH:10][C:3]=1[C:4](N(C)OC)=[O:5].Br[C:15]1[CH:20]=[CH:19][C:18]([O:21][CH3:22])=[CH:17][CH:16]=1.[Li]CCCC. The catalyst is C1COCC1. The product is [NH2:1][C:2]1[CH:13]=[CH:12][CH:11]=[CH:10][C:3]=1[C:4]([C:15]1[CH:20]=[CH:19][C:18]([O:21][CH3:22])=[CH:17][CH:16]=1)=[O:5]. The yield is 0.700. (3) The reactants are [CH3:1][C@@H:2]1[N:6]([C:7]([O:9][C:10]([CH3:13])([CH3:12])[CH3:11])=[O:8])[C@H:5]([C:14]([O:16][CH2:17][C:18]([C:20]2[CH:21]=[CH:22][C:23]3[C:32]4[CH:31]=[C:30]5[CH2:33][CH2:34][CH:35](Br)[C:36](=[O:37])[C:29]5=[CH:28][C:27]=4[O:26][CH2:25][C:24]=3[CH:39]=2)=[O:19])=[O:15])[CH2:4][CH2:3]1.[C:40]([O:44][C:45]([N:47]1[C@@H:51]([CH3:52])[CH2:50][CH2:49][C@H:48]1[C:53]([OH:55])=[O:54])=[O:46])([CH3:43])([CH3:42])[CH3:41].C([O-])([O-])=O.[Cs+].[Cs+]. The catalyst is CC(C)=O.C(Cl)Cl. The product is [CH3:1][C@@H:2]1[N:6]([C:7]([O:9][C:10]([CH3:13])([CH3:12])[CH3:11])=[O:8])[C@H:5]([C:14]([O:16][CH2:17][C:18]([C:20]2[CH:21]=[CH:22][C:23]3[C:32]4[CH:31]=[C:30]5[CH2:33][CH2:34][CH:35]([O:55][C:53]([C@@H:48]6[CH2:49][CH2:50][C@H:51]([CH3:52])[N:47]6[C:45]([O:44][C:40]([CH3:41])([CH3:43])[CH3:42])=[O:46])=[O:54])[C:36](=[O:37])[C:29]5=[CH:28][C:27]=4[O:26][CH2:25][C:24]=3[CH:39]=2)=[O:19])=[O:15])[CH2:4][CH2:3]1. The yield is 0.530.